Dataset: Full USPTO retrosynthesis dataset with 1.9M reactions from patents (1976-2016). Task: Predict the reactants needed to synthesize the given product. (1) Given the product [ClH:1].[Cl:1][C:2]1[CH:3]=[C:4]([S:8]([N:11]2[C:15]([C:16]3[C:17]([F:22])=[N:18][CH:19]=[CH:20][CH:21]=3)=[C:14]([F:23])[C:13]([CH2:24][NH:25][CH3:26])=[CH:12]2)(=[O:9])=[O:10])[CH:5]=[N:6][CH:7]=1, predict the reactants needed to synthesize it. The reactants are: [Cl:1][C:2]1[CH:3]=[C:4]([S:8]([N:11]2[C:15]([C:16]3[C:17]([F:22])=[N:18][CH:19]=[CH:20][CH:21]=3)=[C:14]([F:23])[C:13]([CH2:24][N:25](C)[C:26](=O)OC(C)(C)C)=[CH:12]2)(=[O:10])=[O:9])[CH:5]=[N:6][CH:7]=1.C(OCC)(=O)C.Cl. (2) Given the product [Cl:1][C:2]1[CH:3]=[CH:4][C:5]([C:8]2[CH:9]=[CH:10][C:11]([C:14]#[C:15][C:16]3[CH:29]=[CH:28][C:19]([O:20][CH2:21][CH2:22][N:23]([CH2:24][CH:25]4[CH2:27][CH2:26]4)[CH2:32][C@@H:33]([OH:36])[CH2:34][OH:35])=[C:18]([CH3:30])[CH:17]=3)=[N:12][CH:13]=2)=[CH:6][CH:7]=1, predict the reactants needed to synthesize it. The reactants are: [Cl:1][C:2]1[CH:7]=[CH:6][C:5]([C:8]2[CH:9]=[CH:10][C:11]([C:14]#[C:15][C:16]3[CH:29]=[CH:28][C:19]([O:20][CH2:21][CH2:22][NH:23][CH2:24][CH:25]4[CH2:27][CH2:26]4)=[C:18]([CH3:30])[CH:17]=3)=[N:12][CH:13]=2)=[CH:4][CH:3]=1.Cl[CH2:32][C@@H:33]([OH:36])[CH2:34][OH:35]. (3) The reactants are: [Br:1][C:2]1[N:7]=[CH:6][C:5]2[C:8](I)=[N:9][N:10]([CH:11]([CH3:13])[CH3:12])[C:4]=2[CH:3]=1.C(=O)([O-])[O-].[K+].[K+].[O:21]1[CH2:25][CH2:24][NH:23][C:22]1=[O:26].N1CCC[C@H]1C(O)=O. Given the product [Br:1][C:2]1[N:7]=[CH:6][C:5]2[C:8]([N:23]3[CH2:24][CH2:25][O:21][C:22]3=[O:26])=[N:9][N:10]([CH:11]([CH3:13])[CH3:12])[C:4]=2[CH:3]=1, predict the reactants needed to synthesize it. (4) Given the product [NH2:21][C:16]([CH3:18])([CH3:17])[C:15]([NH:14][C:10]1[S:11][CH:12]=[CH:13][C:9]=1[C:1](=[O:8])[C:2]1[CH:7]=[CH:6][CH:5]=[CH:4][CH:3]=1)=[O:20], predict the reactants needed to synthesize it. The reactants are: [C:1]([C:9]1[CH:13]=[CH:12][S:11][C:10]=1[NH:14][C:15](=[O:20])[C:16](Br)([CH3:18])[CH3:17])(=[O:8])[C:2]1[CH:7]=[CH:6][CH:5]=[CH:4][CH:3]=1.[N-:21]=[N+]=[N-].[Na+].[N-]=[N+]=[N-].[Cl-].[NH4+]. (5) The reactants are: [CH3:1][O:2][C:3]1[C:12]([NH:13][C:14](=[O:18])OCC)=[N:11][C:10]2[C:5](=[CH:6][CH:7]=[C:8]([CH3:19])[CH:9]=2)[N:4]=1.[C:20]1([N:26]2[CH2:31][CH2:30][NH:29][CH2:28][CH2:27]2)[CH:25]=[CH:24][CH:23]=[CH:22][CH:21]=1.C1CCN2C(=NCCC2)CC1. Given the product [CH3:1][O:2][C:3]1[C:12]([NH:13][C:14]([N:29]2[CH2:30][CH2:31][N:26]([C:20]3[CH:25]=[CH:24][CH:23]=[CH:22][CH:21]=3)[CH2:27][CH2:28]2)=[O:18])=[N:11][C:10]2[C:5](=[CH:6][CH:7]=[C:8]([CH3:19])[CH:9]=2)[N:4]=1, predict the reactants needed to synthesize it.